This data is from Forward reaction prediction with 1.9M reactions from USPTO patents (1976-2016). The task is: Predict the product of the given reaction. Given the reactants C[O:2][C:3]1[CH:4]=[C:5]([CH:15]=[C:16]([C:18]2[CH:27]=[CH:26][C:25]3[C:20](=[CH:21][CH:22]=[C:23]([O:28]C)[CH:24]=3)[CH:19]=2)[CH:17]=1)[C:6]([NH:8][C:9]1[CH:14]=[CH:13][CH:12]=[CH:11][CH:10]=1)=[O:7].B(Br)(Br)Br, predict the reaction product. The product is: [OH:2][C:3]1[CH:4]=[C:5]([CH:15]=[C:16]([C:18]2[CH:27]=[CH:26][C:25]3[C:20](=[CH:21][CH:22]=[C:23]([OH:28])[CH:24]=3)[CH:19]=2)[CH:17]=1)[C:6]([NH:8][C:9]1[CH:10]=[CH:11][CH:12]=[CH:13][CH:14]=1)=[O:7].